This data is from Forward reaction prediction with 1.9M reactions from USPTO patents (1976-2016). The task is: Predict the product of the given reaction. (1) Given the reactants [Br:1][C:2]1[CH:3]=[CH:4][C:5]([O:9][C:10]2[CH:15]=[CH:14][CH:13]=[CH:12][C:11]=2[C:16]([CH3:19])([CH3:18])[CH3:17])=[C:6]([CH:8]=1)[NH2:7].[N:20]([C:23]1[CH:28]=[CH:27][C:26]([CH3:29])=[CH:25][CH:24]=1)=[C:21]=[O:22].CN(C)CCN, predict the reaction product. The product is: [Br:1][C:2]1[CH:3]=[CH:4][C:5]([O:9][C:10]2[CH:15]=[CH:14][CH:13]=[CH:12][C:11]=2[C:16]([CH3:19])([CH3:18])[CH3:17])=[C:6]([NH:7][C:21]([NH:20][C:23]2[CH:28]=[CH:27][C:26]([CH3:29])=[CH:25][CH:24]=2)=[O:22])[CH:8]=1. (2) Given the reactants S(C1C=CC(C)=CC=1)(O[C:5]1[C:14]2[C:9](=[CH:10][CH:11]=[CH:12][CH:13]=2)[CH:8]=[CH:7][CH:6]=1)(=O)=O.[C:22]([NH2:30])(=[O:29])[C:23]1[CH:28]=[CH:27][CH:26]=[CH:25][CH:24]=1.CCCCCC, predict the reaction product. The product is: [C:5]1([NH:30][C:22](=[O:29])[C:23]2[CH:28]=[CH:27][CH:26]=[CH:25][CH:24]=2)[C:14]2[C:9](=[CH:10][CH:11]=[CH:12][CH:13]=2)[CH:8]=[CH:7][CH:6]=1.